This data is from Catalyst prediction with 721,799 reactions and 888 catalyst types from USPTO. The task is: Predict which catalyst facilitates the given reaction. (1) Product: [CH3:14][CH:15]1[O:20][C:19]2[CH:21]=[CH:22][C:23]([O:25][CH:26]3[CH2:31][CH2:30][N:29]([C:2]4[CH:3]=[CH:4][C:5]([C:55]([O:54][CH2:53][CH3:52])=[O:56])=[CH:12][CH:13]=4)[CH2:28][CH2:27]3)=[CH:24][C:18]=2[NH:17][C:16]1=[O:32]. The catalyst class is: 1. Reactant: O[C:2]1[CH:13]=[CH:12][C:5]2OC(C)C(=O)N[C:4]=2[CH:3]=1.[CH3:14][CH:15]1[O:20][C:19]2[CH:21]=[CH:22][C:23]([O:25][CH:26]3[CH2:31][CH2:30][NH:29][CH2:28][CH2:27]3)=[CH:24][C:18]=2[NH:17][C:16]1=[O:32].C1C=CC(P(C2C=CC=CC=2)C2C=CC=CC=2)=CC=1.[CH3:52][CH2:53][O:54][C:55](/N=N/[C:55]([O:54][CH2:53][CH3:52])=[O:56])=[O:56]. (2) Reactant: C([O:3][P:4]([CH2:9][S:10][CH2:11][CH2:12][N:13]1[CH2:18][CH2:17][CH2:16][CH2:15][CH:14]1[C:19]([OH:21])=O)([O:6]CC)=[O:5])C.C1C=CC2N(O)N=NC=2C=1.[NH2:32][CH:33]([CH2:37][C:38]1[CH:47]=[CH:46][C:45]2[C:40](=[CH:41][CH:42]=[CH:43][CH:44]=2)[CH:39]=1)[C:34]([NH2:36])=[O:35].CCN(C(C)C)C(C)C.CCN=C=NCCCN(C)C. Product: [C:34]([CH:33]([NH:32][C:19]([CH:14]1[CH2:15][CH2:16][CH2:17][CH2:18][N:13]1[CH2:12][CH2:11][S:10][CH2:9][P:4](=[O:5])([OH:3])[OH:6])=[O:21])[CH2:37][C:38]1[CH:47]=[CH:46][C:45]2[C:40](=[CH:41][CH:42]=[CH:43][CH:44]=2)[CH:39]=1)(=[O:35])[NH2:36]. The catalyst class is: 3. (3) Reactant: [O:1]1[CH2:6][CH2:5][CH2:4][CH2:3][CH:2]1[N:7]1[C:15]2[C:10](=[CH:11][C:12]([C:16]3[N:20]=[CH:19][N:18]([C:21]([C:34]4[CH:39]=[CH:38][CH:37]=[CH:36][CH:35]=4)([C:28]4[CH:33]=[CH:32][CH:31]=[CH:30][CH:29]=4)[C:22]4[CH:27]=[CH:26][CH:25]=[CH:24][CH:23]=4)[N:17]=3)=[CH:13][CH:14]=2)[C:9]([C:40]2[CH:41]=[C:42]([NH2:46])[CH:43]=[CH:44][CH:45]=2)=[N:8]1.[C:47]1([CH2:53][CH2:54][C:55](Cl)=[O:56])[CH:52]=[CH:51][CH:50]=[CH:49][CH:48]=1.C(N(CC)CC)C. Product: [O:1]1[CH2:6][CH2:5][CH2:4][CH2:3][CH:2]1[N:7]1[C:15]2[C:10](=[CH:11][C:12]([C:16]3[N:20]=[CH:19][N:18]([C:21]([C:28]4[CH:33]=[CH:32][CH:31]=[CH:30][CH:29]=4)([C:22]4[CH:27]=[CH:26][CH:25]=[CH:24][CH:23]=4)[C:34]4[CH:35]=[CH:36][CH:37]=[CH:38][CH:39]=4)[N:17]=3)=[CH:13][CH:14]=2)[C:9]([C:40]2[CH:41]=[C:42]([NH:46][C:55](=[O:56])[CH2:54][CH2:53][C:47]3[CH:52]=[CH:51][CH:50]=[CH:49][CH:48]=3)[CH:43]=[CH:44][CH:45]=2)=[N:8]1. The catalyst class is: 7. (4) Reactant: [C:1]1([C:7]2[O:11][N:10]=[CH:9][C:8]=2[CH2:12][CH2:13][C:14](OC)=[O:15])[CH:6]=[CH:5][CH:4]=[CH:3][CH:2]=1.[H-].C([Al+]CC(C)C)C(C)C.Cl. Product: [C:1]1([C:7]2[O:11][N:10]=[CH:9][C:8]=2[CH2:12][CH2:13][CH2:14][OH:15])[CH:2]=[CH:3][CH:4]=[CH:5][CH:6]=1. The catalyst class is: 7. (5) Reactant: [NH:1]([C:30]([CH2:32][CH2:33][CH2:34][CH2:35][CH2:36][CH2:37][CH3:38])=[O:31])[C@H:2]([C:18]([NH:20][C@H:21]([C:26]([O:28]C)=[O:27])[CH2:22][CH:23]([CH3:25])[CH3:24])=[O:19])[CH2:3][C:4]1[CH:9]=[CH:8][C:7]([O:10][CH2:11][C:12]2[CH:17]=[CH:16][CH:15]=[CH:14][CH:13]=2)=[CH:6][CH:5]=1.O.O.[OH-].[Li+].Cl. Product: [NH:1]([C:30]([CH2:32][CH2:33][CH2:34][CH2:35][CH2:36][CH2:37][CH3:38])=[O:31])[C@H:2]([C:18]([NH:20][C@H:21]([C:26]([OH:28])=[O:27])[CH2:22][CH:23]([CH3:25])[CH3:24])=[O:19])[CH2:3][C:4]1[CH:5]=[CH:6][C:7]([O:10][CH2:11][C:12]2[CH:17]=[CH:16][CH:15]=[CH:14][CH:13]=2)=[CH:8][CH:9]=1. The catalyst class is: 1. (6) Reactant: [NH2:1][C:2]1[CH:7]=[CH:6][CH:5]=[CH:4][CH:3]=1.C[Al](C)C.[Br:12][C:13]1[CH:17]=[CH:16][N:15]([S:18]([C:21]2[CH:26]=[CH:25][CH:24]=[CH:23][CH:22]=2)(=[O:20])=[O:19])[C:14]=1[C:27](OC)=[O:28].O.O.C(C(C(C([O-])=O)O)O)([O-])=O.[Na+].[Na+]. Product: [Br:12][C:13]1[CH:17]=[CH:16][N:15]([S:18]([C:21]2[CH:26]=[CH:25][CH:24]=[CH:23][CH:22]=2)(=[O:20])=[O:19])[C:14]=1[C:27]([NH:1][C:2]1[CH:7]=[CH:6][CH:5]=[CH:4][CH:3]=1)=[O:28]. The catalyst class is: 93.